From a dataset of Catalyst prediction with 721,799 reactions and 888 catalyst types from USPTO. Predict which catalyst facilitates the given reaction. (1) Reactant: [CH3:1][Mg+].[Br-].[CH:4]1([N:8]2[CH2:14][CH2:13][CH2:12][N:11]([C:15]([N:17]3[CH2:20][CH:19]([O:21][C:22]4[CH:23]=[CH:24][C:25]([C:28]([O:30]CC)=O)=[N:26][CH:27]=4)[CH2:18]3)=[O:16])[CH2:10][CH2:9]2)[CH2:7][CH2:6][CH2:5]1. Product: [CH:4]1([N:8]2[CH2:14][CH2:13][CH2:12][N:11]([C:15]([N:17]3[CH2:18][CH:19]([O:21][C:22]4[CH:23]=[CH:24][C:25]([C:19]([OH:21])([CH3:20])[CH3:18])=[N:26][CH:27]=4)[CH2:20]3)=[O:16])[CH2:10][CH2:9]2)[CH2:7][CH2:6][CH2:5]1.[CH:4]1([N:8]2[CH2:14][CH2:13][CH2:12][N:11]([C:15]([N:17]3[CH2:18][CH:19]([O:21][C:22]4[CH:23]=[CH:24][C:25]([C:28](=[O:30])[CH3:1])=[N:26][CH:27]=4)[CH2:20]3)=[O:16])[CH2:10][CH2:9]2)[CH2:5][CH2:6][CH2:7]1. The catalyst class is: 27. (2) The catalyst class is: 1. Product: [Br:30][CH2:11][C:10]1[N:2]([CH3:1])[C:3]2[C:8]([N:9]=1)=[C:7]([N:13]1[CH2:18][CH2:17][O:16][CH2:15][CH2:14]1)[N:6]=[C:5]([N:19]1[C:23]3[CH:24]=[CH:25][CH:26]=[CH:27][C:22]=3[N:21]=[C:20]1[CH3:28])[N:4]=2. Reactant: [CH3:1][N:2]1[C:10]([CH2:11]O)=[N:9][C:8]2[C:3]1=[N:4][C:5]([N:19]1[C:23]3[CH:24]=[CH:25][CH:26]=[CH:27][C:22]=3[N:21]=[C:20]1[CH3:28])=[N:6][C:7]=2[N:13]1[CH2:18][CH2:17][O:16][CH2:15][CH2:14]1.P(Br)(Br)[Br:30]. (3) The catalyst class is: 36. Reactant: [NH2:1][CH2:2][CH:3]([C:5]1[S:9][C:8]2[CH:10]=[CH:11][CH:12]=[CH:13][C:7]=2[CH:6]=1)[OH:4].[NH2:14][C:15]1[C:23]2[C:18](=[N:19][C:20]([N:27]3[CH2:32][CH2:31][C:30](=O)[CH2:29][CH2:28]3)=[CH:21][C:22]=2[CH2:24][CH2:25][CH3:26])[S:17][C:16]=1[C:34]([NH2:36])=[O:35].[BH4-].C(O)(=O)C. Product: [NH2:14][C:15]1[C:23]2[C:18](=[N:19][C:20]([N:27]3[CH2:28][CH2:29][CH:30]([NH:1][CH2:2][CH:3]([C:5]4[S:9][C:8]5[CH:10]=[CH:11][CH:12]=[CH:13][C:7]=5[CH:6]=4)[OH:4])[CH2:31][CH2:32]3)=[CH:21][C:22]=2[CH2:24][CH2:25][CH3:26])[S:17][C:16]=1[C:34]([NH2:36])=[O:35]. (4) Reactant: C(O)=O.[Br:4][C:5]1[CH:6]=[C:7]([CH:10]=[CH:11][C:12]=1[OH:13])[CH:8]=O.C([O-])=O.[Na+].Cl.[NH2:19]O. Product: [Br:4][C:5]1[CH:6]=[C:7]([CH:10]=[CH:11][C:12]=1[OH:13])[C:8]#[N:19]. The catalyst class is: 6. (5) Reactant: [Cl:1][C:2]1[CH:7]=[CH:6][CH:5]=[CH:4][C:3]=1[CH:8]([O:10][C:11](=[O:27])[NH:12][C:13]1[C:14]([CH3:26])=[N:15][O:16][C:17]=1[C:18]1[CH:23]=[CH:22][C:21]([CH2:24]Cl)=[CH:20][CH:19]=1)[CH3:9].[OH:28][C:29]1[CH:34]=[CH:33][CH:32]=[CH:31][C:30]=1[CH2:35][C:36]([O:38][CH2:39][CH3:40])=[O:37].C(=O)([O-])[O-].[K+].[K+]. Product: [CH2:39]([O:38][C:36](=[O:37])[CH2:35][C:30]1[CH:31]=[CH:32][CH:33]=[CH:34][C:29]=1[O:28][CH2:24][C:21]1[CH:22]=[CH:23][C:18]([C:17]2[O:16][N:15]=[C:14]([CH3:26])[C:13]=2[NH:12][C:11]([O:10][CH:8]([C:3]2[CH:4]=[CH:5][CH:6]=[CH:7][C:2]=2[Cl:1])[CH3:9])=[O:27])=[CH:19][CH:20]=1)[CH3:40]. The catalyst class is: 16. (6) Reactant: C([O:8][C:9]([C@@H:11]1[CH2:15][CH2:14][CH2:13][C@H:12]1[C:16](=[O:49])[N:17]([CH3:48])[CH:18]1[CH2:23][CH2:22][N:21]([C:24]2[CH:29]=[CH:28][C:27]([NH:30][C:31]([C:33]3[N:34]=[C:35]([C:42]4[CH:47]=[CH:46][CH:45]=[CH:44][CH:43]=4)[O:36][C:37]=3[C:38]([F:41])([F:40])[F:39])=[O:32])=[CH:26][CH:25]=2)[CH2:20][CH2:19]1)=[O:10])C1C=CC=CC=1.[OH-].[Li+]. Product: [CH3:48][N:17]([CH:18]1[CH2:23][CH2:22][N:21]([C:24]2[CH:29]=[CH:28][C:27]([NH:30][C:31]([C:33]3[N:34]=[C:35]([C:42]4[CH:47]=[CH:46][CH:45]=[CH:44][CH:43]=4)[O:36][C:37]=3[C:38]([F:39])([F:40])[F:41])=[O:32])=[CH:26][CH:25]=2)[CH2:20][CH2:19]1)[C:16]([C@@H:12]1[CH2:13][CH2:14][CH2:15][C@H:11]1[C:9]([OH:10])=[O:8])=[O:49]. The catalyst class is: 24. (7) Reactant: [NH2:1][C:2]1[N:7]=[C:6]([N:8]2[C:16]3[C:11](=[CH:12][CH:13]=[C:14]([C:17]#[C:18][C:19]([OH:25])([CH3:24])[C:20](OC)=[O:21])[CH:15]=3)[C:10]([CH3:27])([CH3:26])[CH2:9]2)[C:5]([Cl:28])=[CH:4][N:3]=1.[CH3:29][NH2:30]. Product: [NH2:1][C:2]1[N:7]=[C:6]([N:8]2[C:16]3[C:11](=[CH:12][CH:13]=[C:14]([C:17]#[C:18][C:19]([OH:25])([CH3:24])[C:20]([NH:30][CH3:29])=[O:21])[CH:15]=3)[C:10]([CH3:27])([CH3:26])[CH2:9]2)[C:5]([Cl:28])=[CH:4][N:3]=1. The catalyst class is: 1. (8) Reactant: C(OC([N:8]1[C:13](=[O:14])[CH:12]=[C:11]([NH:15][CH2:16][CH:17](OCC)OCC)[CH2:10][CH2:9]1)=O)(C)(C)C.[C:24]([OH:30])([C:26]([F:29])([F:28])[F:27])=[O:25].CC(OC)(C)C. Product: [F:27][C:26]([F:29])([F:28])[C:24]([OH:30])=[O:25].[NH:15]1[C:11]2[CH2:10][CH2:9][NH:8][C:13](=[O:14])[C:12]=2[CH:17]=[CH:16]1. The catalyst class is: 2.